This data is from Reaction yield outcomes from USPTO patents with 853,638 reactions. The task is: Predict the reaction yield, written as a fraction of the theoretical maximum amount of product (1.0 means a 100% yield; for example, 0.34 means a 34% yield). (1) The reactants are C([O:8][C:9]1[CH:10]=[C:11]([CH:27]=[C:28]([O:30][C@@H:31]([CH3:35])[CH2:32][O:33][CH3:34])[CH:29]=1)[C:12]([NH:14][C:15]1[CH:19]=[CH:18][N:17]([C:20]([O:22][C:23]([CH3:26])([CH3:25])[CH3:24])=[O:21])[N:16]=1)=[O:13])C1C=CC=CC=1. The yield is 0.970. The product is [OH:8][C:9]1[CH:10]=[C:11]([CH:27]=[C:28]([O:30][C@@H:31]([CH3:35])[CH2:32][O:33][CH3:34])[CH:29]=1)[C:12]([NH:14][C:15]1[CH:19]=[CH:18][N:17]([C:20]([O:22][C:23]([CH3:26])([CH3:25])[CH3:24])=[O:21])[N:16]=1)=[O:13]. The catalyst is C1COCC1.C(O)C. (2) The reactants are [K+].[C:2]([C:4]1[N:5]=[C:6]([C:17]([O-:19])=O)[N:7]([CH2:9][O:10][CH2:11][CH2:12][Si:13]([CH3:16])([CH3:15])[CH3:14])[CH:8]=1)#[N:3].N1C=CC=CC=1.O=S(Cl)Cl.[NH2:30][C:31]1[CH:36]=[CH:35][C:34]([S:37]([NH:40][C:41]([CH3:44])([CH3:43])[CH3:42])(=[O:39])=[O:38])=[CH:33][C:32]=1[C:45]1[CH2:50][CH2:49][C:48]([CH3:52])([CH3:51])[CH2:47][CH:46]=1. The catalyst is C(Cl)Cl. The product is [C:41]([NH:40][S:37]([C:34]1[CH:35]=[CH:36][C:31]([NH:30][C:17]([C:6]2[N:7]([CH2:9][O:10][CH2:11][CH2:12][Si:13]([CH3:14])([CH3:15])[CH3:16])[CH:8]=[C:4]([C:2]#[N:3])[N:5]=2)=[O:19])=[C:32]([C:45]2[CH2:50][CH2:49][C:48]([CH3:52])([CH3:51])[CH2:47][CH:46]=2)[CH:33]=1)(=[O:39])=[O:38])([CH3:44])([CH3:42])[CH3:43]. The yield is 0.170. (3) The reactants are [CH:1]1([O:6][C:7]2[CH:8]=[C:9]([CH:11]=[CH:12][C:13]=2[O:14][CH3:15])[NH2:10])[CH2:5][CH2:4][CH2:3][CH2:2]1.[Cl:16][CH2:17][CH:18]=O.[BH3-]C#N.[Na+].C(O)(=O)C. The catalyst is CO. The product is [Cl:16][CH2:17][CH2:18][NH:10][C:9]1[CH:11]=[CH:12][C:13]([O:14][CH3:15])=[C:7]([O:6][CH:1]2[CH2:2][CH2:3][CH2:4][CH2:5]2)[CH:8]=1. The yield is 0.635. (4) The reactants are [CH3:1][C:2]1[O:6][C:5]([CH2:7][C:8]2[CH:13]=[CH:12][C:11]([CH2:14][OH:15])=[CH:10][CH:9]=2)=[CH:4][CH:3]=1. The catalyst is [O-2].[O-2].[Mn+4].ClCCl. The product is [CH3:1][C:2]1[O:6][C:5]([CH2:7][C:8]2[CH:13]=[CH:12][C:11]([CH:14]=[O:15])=[CH:10][CH:9]=2)=[CH:4][CH:3]=1. The yield is 0.290. (5) The reactants are [C:1]([CH2:3][C:4]([OH:6])=O)#[N:2].[CH2:7]([NH:9][CH2:10][CH3:11])[CH3:8].C1(N=C=NC2CCCCC2)CCCCC1. The catalyst is C(OCC)(=O)C. The product is [CH2:7]([N:9]([CH2:10][CH3:11])[C:4](=[O:6])[CH2:3][C:1]#[N:2])[CH3:8]. The yield is 0.890. (6) The reactants are C(OC([NH:8][CH2:9][CH2:10][NH:11][C@:12]12[CH2:47][CH2:46][C@@H:45]([C:48]([CH3:50])=[CH2:49])[C@@H:13]1[C@@H:14]1[C@@:27]([CH3:30])([CH2:28][CH2:29]2)[C@@:26]2([CH3:31])[C@@H:17]([C@:18]3([CH3:44])[C@@H:23]([CH2:24][CH2:25]2)[C:22]([CH3:33])([CH3:32])[C:21]([C:34]2[CH:43]=[CH:42][C:37]([C:38]([O:40][CH3:41])=[O:39])=[CH:36][CH:35]=2)=[CH:20][CH2:19]3)[CH2:16][CH2:15]1)=O)(C)(C)C.Cl. The catalyst is O1CCOCC1. The product is [NH2:8][CH2:9][CH2:10][NH:11][C@:12]12[CH2:47][CH2:46][C@@H:45]([C:48]([CH3:50])=[CH2:49])[C@@H:13]1[C@@H:14]1[C@@:27]([CH3:30])([CH2:28][CH2:29]2)[C@@:26]2([CH3:31])[C@@H:17]([C@:18]3([CH3:44])[C@@H:23]([CH2:24][CH2:25]2)[C:22]([CH3:33])([CH3:32])[C:21]([C:34]2[CH:35]=[CH:36][C:37]([C:38]([O:40][CH3:41])=[O:39])=[CH:42][CH:43]=2)=[CH:20][CH2:19]3)[CH2:16][CH2:15]1. The yield is 1.00. (7) The reactants are [C:1]([N:9]1[CH2:22][CH2:21][C:20]2[C:19]3[CH:18]=[CH:17][CH:16]=[C:15](Br)[C:14]=3[NH:13][C:12]=2[CH2:11][CH2:10]1)(=[O:8])[C:2]1[CH:7]=[CH:6][CH:5]=[CH:4][CH:3]=1.C(=O)([O-])[O-].[K+].[K+].[C:30]1(B(O)O)[CH:35]=[CH:34][CH:33]=[CH:32][CH:31]=1.CCOC(C)=O.CCCCCCC. The catalyst is O1CCCC1.C1C=CC([P]([Pd]([P](C2C=CC=CC=2)(C2C=CC=CC=2)C2C=CC=CC=2)([P](C2C=CC=CC=2)(C2C=CC=CC=2)C2C=CC=CC=2)[P](C2C=CC=CC=2)(C2C=CC=CC=2)C2C=CC=CC=2)(C2C=CC=CC=2)C2C=CC=CC=2)=CC=1. The product is [C:1]([N:9]1[CH2:22][CH2:21][C:20]2[C:19]3[CH:18]=[CH:17][CH:16]=[C:15]([C:30]4[CH:35]=[CH:34][CH:33]=[CH:32][CH:31]=4)[C:14]=3[NH:13][C:12]=2[CH2:11][CH2:10]1)(=[O:8])[C:2]1[CH:7]=[CH:6][CH:5]=[CH:4][CH:3]=1. The yield is 0.860. (8) The reactants are Cl.C([O:6][C:7](=O)[NH:8][CH2:9][CH2:10][C:11]([NH2:14])([CH3:13])[CH3:12])(C)(C)C.CC([O-])(C)C.[K+]. The catalyst is C1COCC1. The product is [CH3:12][C:11]1([CH3:13])[CH2:10][CH2:9][NH:8][C:7](=[O:6])[NH:14]1. The yield is 0.900. (9) The reactants are O/[CH:2]=[CH:3]/[C:4](=[O:12])[CH2:5][C:6]1[CH:11]=[CH:10][CH:9]=[CH:8][CH:7]=1.Cl.[CH3:14][NH:15][CH3:16].C([O-])([O-])=O.[K+].[K+]. The catalyst is C1COCC1. The product is [CH3:14][N:15]([CH3:16])/[CH:2]=[CH:3]/[C:4](=[O:12])[CH2:5][C:6]1[CH:11]=[CH:10][CH:9]=[CH:8][CH:7]=1. The yield is 0.430.